Dataset: Peptide-MHC class I binding affinity with 185,985 pairs from IEDB/IMGT. Task: Regression. Given a peptide amino acid sequence and an MHC pseudo amino acid sequence, predict their binding affinity value. This is MHC class I binding data. (1) The peptide sequence is APTLHRLGI. The MHC is HLA-A03:01 with pseudo-sequence HLA-A03:01. The binding affinity (normalized) is 0.0847. (2) The peptide sequence is SLLQLPRDK. The MHC is HLA-A11:01 with pseudo-sequence HLA-A11:01. The binding affinity (normalized) is 0.211. (3) The peptide sequence is VLIRRCHYL. The MHC is HLA-B15:17 with pseudo-sequence HLA-B15:17. The binding affinity (normalized) is 0.0847. (4) The peptide sequence is GVFKVWHPI. The MHC is HLA-A11:01 with pseudo-sequence HLA-A11:01. The binding affinity (normalized) is 0.189. (5) The peptide sequence is FVSCDFTIV. The MHC is HLA-A68:02 with pseudo-sequence HLA-A68:02. The binding affinity (normalized) is 0.596.